This data is from NCI-60 drug combinations with 297,098 pairs across 59 cell lines. The task is: Regression. Given two drug SMILES strings and cell line genomic features, predict the synergy score measuring deviation from expected non-interaction effect. (1) Drug 1: CCN(CC)CCNC(=O)C1=C(NC(=C1C)C=C2C3=C(C=CC(=C3)F)NC2=O)C. Drug 2: C1C(C(OC1N2C=NC(=NC2=O)N)CO)O. Cell line: MDA-MB-231. Synergy scores: CSS=-0.422, Synergy_ZIP=5.11, Synergy_Bliss=7.08, Synergy_Loewe=-9.24, Synergy_HSA=-4.84. (2) Drug 1: CC12CCC3C(C1CCC2=O)CC(=C)C4=CC(=O)C=CC34C. Drug 2: CC1=C(C(CCC1)(C)C)C=CC(=CC=CC(=CC(=O)O)C)C. Cell line: NCI-H460. Synergy scores: CSS=17.2, Synergy_ZIP=1.32, Synergy_Bliss=2.76, Synergy_Loewe=2.51, Synergy_HSA=4.48. (3) Drug 1: C1=C(C(=O)NC(=O)N1)F. Drug 2: C1C(C(OC1N2C=C(C(=O)NC2=O)F)CO)O. Cell line: SNB-19. Synergy scores: CSS=38.7, Synergy_ZIP=-9.36, Synergy_Bliss=-9.30, Synergy_Loewe=-1.55, Synergy_HSA=-0.168. (4) Drug 1: C1CN1C2=NC(=NC(=N2)N3CC3)N4CC4. Drug 2: CCC1(CC2CC(C3=C(CCN(C2)C1)C4=CC=CC=C4N3)(C5=C(C=C6C(=C5)C78CCN9C7C(C=CC9)(C(C(C8N6C)(C(=O)OC)O)OC(=O)C)CC)OC)C(=O)OC)O.OS(=O)(=O)O. Cell line: CCRF-CEM. Synergy scores: CSS=44.7, Synergy_ZIP=0.279, Synergy_Bliss=0.339, Synergy_Loewe=-1.00, Synergy_HSA=-0.186. (5) Drug 1: CS(=O)(=O)CCNCC1=CC=C(O1)C2=CC3=C(C=C2)N=CN=C3NC4=CC(=C(C=C4)OCC5=CC(=CC=C5)F)Cl. Drug 2: C1CN1C2=NC(=NC(=N2)N3CC3)N4CC4. Cell line: HCT116. Synergy scores: CSS=28.8, Synergy_ZIP=-2.59, Synergy_Bliss=-5.90, Synergy_Loewe=-22.2, Synergy_HSA=-6.16.